This data is from Forward reaction prediction with 1.9M reactions from USPTO patents (1976-2016). The task is: Predict the product of the given reaction. (1) Given the reactants C(N(C(C)C)CC)(C)C.ClC(Cl)(O[C:14](=[O:20])OC(Cl)(Cl)Cl)Cl.[CH:22]1([N:26]2[CH2:32][CH2:31][C:30]3[CH:33]=[CH:34][C:35]([N:37]4[CH2:42][CH2:41][NH:40][CH2:39][CH2:38]4)=[CH:36][C:29]=3[CH2:28][CH2:27]2)[CH2:25][CH2:24][CH2:23]1.[NH2:43][C:44]1[CH:49]=[CH:48][CH:47]=[CH:46][CH:45]=1, predict the reaction product. The product is: [CH:22]1([N:26]2[CH2:32][CH2:31][C:30]3[CH:33]=[CH:34][C:35]([N:37]4[CH2:42][CH2:41][N:40]([C:14]([NH:43][C:44]5[CH:49]=[CH:48][CH:47]=[CH:46][CH:45]=5)=[O:20])[CH2:39][CH2:38]4)=[CH:36][C:29]=3[CH2:28][CH2:27]2)[CH2:25][CH2:24][CH2:23]1. (2) Given the reactants [C:1]([C:5]1[N:6]=[C:7](Cl)[C:8]2[N:9]([C:17](=[O:20])[NH:18][N:19]=2)[C:10]=1[CH:11]([OH:16])[CH2:12][CH:13]([CH3:15])[CH3:14])([CH3:4])([CH3:3])[CH3:2].[N:22]1[CH:27]=[CH:26][CH:25]=[C:24]([CH2:28][CH2:29][NH2:30])[CH:23]=1.O, predict the reaction product. The product is: [C:1]([C:5]1[N:6]=[C:7]([NH:30][CH2:29][CH2:28][C:24]2[CH:23]=[N:22][CH:27]=[CH:26][CH:25]=2)[C:8]2[N:9]([C:17](=[O:20])[NH:18][N:19]=2)[C:10]=1[CH:11]([OH:16])[CH2:12][CH:13]([CH3:15])[CH3:14])([CH3:4])([CH3:3])[CH3:2]. (3) Given the reactants Cl[CH:2](Cl)[C:3]1[N:7]=[C:6]([N:8]2[CH2:12][CH2:11][CH2:10][CH2:9]2)[N:5]([CH3:13])[N:4]=1.C([O-])([O-])=[O:16].[Na+].[Na+].O, predict the reaction product. The product is: [CH3:13][N:5]1[C:6]([N:8]2[CH2:12][CH2:11][CH2:10][CH2:9]2)=[N:7][C:3]([CH:2]=[O:16])=[N:4]1. (4) The product is: [O:27]=[C:26]1[C:17]2[C:21]([C:20]([O:19][CH3:18])=[O:25])=[CH:22][CH:23]=[CH:24][C:16]=2[NH:15][CH:8]([C:9]2[CH:14]=[CH:13][CH:12]=[CH:11][CH:10]=2)[CH:6]1[C:5]1[S:1][CH:2]=[N:3][CH:4]=1. Given the reactants [S:1]1[C:5]([CH:6]=O)=[CH:4][N:3]=[CH:2]1.[CH:8](=[N:15]/[C:16]1[CH:24]=[CH:23][CH:22]=[C:21]2[C:17]=1[CH2:18][O:19][C:20]2=[O:25])\[C:9]1[CH:14]=[CH:13][CH:12]=[CH:11][CH:10]=1.[CH3:26][O-:27].[Na+], predict the reaction product. (5) Given the reactants C([C:12]1[C:21](=[O:22])[C:20]2[C:15](=[CH:16][C:17]([OH:24])=[CH:18][C:19]=2[OH:23])[O:14][C:13]=1[CH2:25][CH2:26][CH2:27][CH2:28][CH2:29][CH2:30][CH2:31][CH2:32][CH3:33])(=O)CCCCCCCCC.[OH-].[Na+], predict the reaction product. The product is: [OH:23][C:19]1[CH:18]=[C:17]([OH:24])[CH:16]=[C:15]2[C:20]=1[C:21](=[O:22])[CH:12]=[C:13]([CH2:25][CH2:26][CH2:27][CH2:28][CH2:29][CH2:30][CH2:31][CH2:32][CH3:33])[O:14]2. (6) Given the reactants [CH2:1]([O:8][C:9]1[CH:10]=[CH:11][C:12]([C:15](=O)[CH2:16][C:17](=O)[C:18]([O:20][CH2:21][CH3:22])=[O:19])=[N:13][CH:14]=1)[C:2]1[CH:7]=[CH:6][CH:5]=[CH:4][CH:3]=1.[NH:25]([C:27]1[CH:32]=[CH:31][CH:30]=[CH:29][N:28]=1)[NH2:26], predict the reaction product. The product is: [CH2:1]([O:8][C:9]1[CH:10]=[CH:11][C:12]([C:15]2[N:25]([C:27]3[CH:32]=[CH:31][CH:30]=[CH:29][N:28]=3)[N:26]=[C:17]([C:18]([O:20][CH2:21][CH3:22])=[O:19])[CH:16]=2)=[N:13][CH:14]=1)[C:2]1[CH:7]=[CH:6][CH:5]=[CH:4][CH:3]=1.